Dataset: Reaction yield outcomes from USPTO patents with 853,638 reactions. Task: Predict the reaction yield, written as a fraction of the theoretical maximum amount of product (1.0 means a 100% yield; for example, 0.34 means a 34% yield). (1) The yield is 0.950. The catalyst is CCO.S(=O)(=O)(O)O.[Cl-].[Na+].O. The product is [I:1][C:2]1[CH:3]=[C:4]([CH2:8][C:9]([O:11][CH2:12][CH3:13])=[O:10])[CH:5]=[CH:6][CH:7]=1. The reactants are [I:1][C:2]1[CH:3]=[C:4]([CH2:8][C:9]([OH:11])=[O:10])[CH:5]=[CH:6][CH:7]=1.[CH3:12][CH2:13]OC(C)=O.C([O-])([O-])=O.[Na+].[Na+].O. (2) The reactants are Br[C:2]1[CH:3]=[C:4]([CH:8]2[CH2:17][C:16]([CH3:19])([CH3:18])[C:15]3[C:10](=[CH:11][CH:12]=[C:13]([C:20]([F:23])([F:22])[F:21])[CH:14]=3)[NH:9]2)[CH:5]=[CH:6][CH:7]=1.[NH2:24][C:25]1([C:28]([OH:30])=[O:29])[CH2:27][CH2:26]1.C(=O)([O-])[O-].[K+].[K+]. The catalyst is CS(C)=O.[Cu]I. The product is [CH3:18][C:16]1([CH3:19])[C:15]2[C:10](=[CH:11][CH:12]=[C:13]([C:20]([F:23])([F:22])[F:21])[CH:14]=2)[NH:9][CH:8]([C:4]2[CH:3]=[C:2]([NH:24][C:25]3([C:28]([OH:30])=[O:29])[CH2:27][CH2:26]3)[CH:7]=[CH:6][CH:5]=2)[CH2:17]1. The yield is 0.231. (3) The reactants are Cl[C:2]1[CH:7]=[CH:6][N:5]=[C:4]2[CH:8]=[C:9]([C:11]([N:13]3[CH2:17][CH2:16][C@@H:15]([O:18][CH3:19])[CH2:14]3)=[O:12])[S:10][C:3]=12.[CH3:20][NH:21][C:22]([C:24]1[C:25]2[CH:34]=[CH:33][C:32]([OH:35])=[CH:31][C:26]=2[O:27][C:28]=1[CH2:29][CH3:30])=[O:23].C([O-])([O-])=O.[Cs+].[Cs+]. No catalyst specified. The product is [CH3:20][NH:21][C:22]([C:24]1[C:25]2[CH:34]=[CH:33][C:32]([O:35][C:2]3[CH:7]=[CH:6][N:5]=[C:4]4[CH:8]=[C:9]([C:11]([N:13]5[CH2:17][CH2:16][CH:15]([O:18][CH3:19])[CH2:14]5)=[O:12])[S:10][C:3]=34)=[CH:31][C:26]=2[O:27][C:28]=1[CH2:29][CH3:30])=[O:23]. The yield is 0.340. (4) The reactants are [Br:1][C:2]1[C:14]2[C:13]3[C:8](=[CH:9][C:10]([C:15]4([OH:18])[CH2:17][CH2:16]4)=[CH:11][CH:12]=3)[NH:7][C:6]=2[C:5]([C:19]([NH2:21])=[O:20])=[CH:4][CH:3]=1.[C:22]([Si:26](Cl)([CH3:28])[CH3:27])([CH3:25])([CH3:24])[CH3:23].N1C=CN=C1. The catalyst is CN(C=O)C.CCOC(C)=O. The product is [Br:1][C:2]1[C:14]2[C:13]3[C:8](=[CH:9][C:10]([C:15]4([O:18][Si:26]([C:22]([CH3:25])([CH3:24])[CH3:23])([CH3:28])[CH3:27])[CH2:17][CH2:16]4)=[CH:11][CH:12]=3)[NH:7][C:6]=2[C:5]([C:19]([NH2:21])=[O:20])=[CH:4][CH:3]=1. The yield is 0.670. (5) The reactants are [N+:1]([C:4]1[CH:12]=[C:11]2[C:7]([C:8]([CH2:13][C:14]#[N:15])=[CH:9][NH:10]2)=[CH:6][CH:5]=1)([O-:3])=[O:2].[CH3:16][C:17]([O:20][C:21](O[C:21]([O:20][C:17]([CH3:19])([CH3:18])[CH3:16])=[O:22])=[O:22])([CH3:19])[CH3:18].CCN(CC)CC. The catalyst is C1COCC1. The product is [C:17]([O:20][C:21](=[O:22])[NH:15][CH2:14][CH2:13][C:8]1[C:7]2[C:11](=[CH:12][C:4]([N+:1]([O-:3])=[O:2])=[CH:5][CH:6]=2)[NH:10][CH:9]=1)([CH3:19])([CH3:18])[CH3:16]. The yield is 0.380. (6) The reactants are [O:1]=[S:2]1(=[O:37])[C:8]2[CH:9]=[CH:10][CH:11]=[CH:12][C:7]=2[CH2:6][N:5]([C:13]2[CH:22]=[C:21]([O:23][CH:24]3[CH2:28][CH2:27][N:26](C(OC(C)(C)C)=O)[CH2:25]3)[C:20]3[C:15](=[CH:16][CH:17]=[C:18]([CH3:36])[CH:19]=3)[N:14]=2)[CH2:4][CH2:3]1.Cl. The catalyst is C(OCC)(=O)C. The product is [CH3:36][C:18]1[CH:19]=[C:20]2[C:15](=[CH:16][CH:17]=1)[N:14]=[C:13]([N:5]1[CH2:6][C:7]3[CH:12]=[CH:11][CH:10]=[CH:9][C:8]=3[S:2](=[O:1])(=[O:37])[CH2:3][CH2:4]1)[CH:22]=[C:21]2[O:23][CH:24]1[CH2:28][CH2:27][NH:26][CH2:25]1. The yield is 0.453. (7) The reactants are [H-].[Na+].[CH3:3][CH2:4][O:5][C:6]([CH:8]([C:16]([O:18][CH2:19][CH3:20])=[O:17])[CH2:9][C:10]1[CH:15]=[CH:14][CH:13]=[CH:12][CH:11]=1)=[O:7].Cl.[CH2:22]([C:26]1[N:27]([CH2:33][C:34]2[CH:39]=[CH:38][CH:37]=[CH:36][C:35]=2[Cl:40])[C:28](CCl)=[CH:29][N:30]=1)[CH2:23][CH2:24][CH3:25]. The catalyst is CN(C)C=O. The product is [CH2:22]([C:26]1[N:27]([CH2:33][C:34]2[CH:39]=[CH:38][CH:37]=[CH:36][C:35]=2[Cl:40])[C:28]([C:8]([CH2:9][C:10]2[CH:15]=[CH:14][CH:13]=[CH:12][CH:11]=2)([C:6]([O:5][CH2:4][CH3:3])=[O:7])[C:16]([O:18][CH2:19][CH3:20])=[O:17])=[CH:29][N:30]=1)[CH2:23][CH2:24][CH3:25]. The yield is 0.850.